From a dataset of Peptide-MHC class II binding affinity with 134,281 pairs from IEDB. Regression. Given a peptide amino acid sequence and an MHC pseudo amino acid sequence, predict their binding affinity value. This is MHC class II binding data. The peptide sequence is STEQNVPDPQVGITT. The MHC is HLA-DPA10301-DPB10402 with pseudo-sequence HLA-DPA10301-DPB10402. The binding affinity (normalized) is 0.